This data is from Full USPTO retrosynthesis dataset with 1.9M reactions from patents (1976-2016). The task is: Predict the reactants needed to synthesize the given product. (1) Given the product [CH3:1][S:2]([CH2:3][CH2:4][CH2:5][NH:6][C:7]([C:9]1[S:31][C:12]2[N:13]=[CH:14][N:15]=[C:16]([NH:17][C:18]3[C:19]([O:24][CH:25]4[CH2:26][CH2:27][O:28][CH2:29][CH2:30]4)=[N:20][CH:21]=[CH:22][CH:23]=3)[C:11]=2[C:10]=1[CH3:32])=[O:8])=[O:41], predict the reactants needed to synthesize it. The reactants are: [CH3:1][S:2][CH2:3][CH2:4][CH2:5][NH:6][C:7]([C:9]1[S:31][C:12]2[N:13]=[CH:14][N:15]=[C:16]([NH:17][C:18]3[C:19]([O:24][CH:25]4[CH2:30][CH2:29][O:28][CH2:27][CH2:26]4)=[N:20][CH:21]=[CH:22][CH:23]=3)[C:11]=2[C:10]=1[CH3:32])=[O:8].ClC1C=CC=C(C(OO)=[O:41])C=1. (2) Given the product [C:26]([O:25][C:23](=[O:24])[NH:22][CH2:21][CH:20]([OH:30])[CH2:19][O:18][C:15]1[CH:16]=[CH:17][C:12]([CH2:11][CH2:10][CH2:9][CH2:8][NH2:7])=[CH:13][CH:14]=1)([CH3:29])([CH3:27])[CH3:28], predict the reactants needed to synthesize it. The reactants are: C(OC(=O)[NH:7][CH2:8][CH2:9][CH2:10][CH2:11][C:12]1[CH:17]=[CH:16][C:15]([O:18][CH2:19][CH:20]([OH:30])[CH2:21][NH:22][C:23]([O:25][C:26]([CH3:29])([CH3:28])[CH3:27])=[O:24])=[CH:14][CH:13]=1)(C)(C)C.[H][H]. (3) Given the product [CH3:24][N:12]([C:13]1[C:22]2[C:17](=[CH:18][CH:19]=[CH:20][CH:21]=2)[N:16]=[C:15]([CH3:23])[N:14]=1)[C:9]1[CH:10]=[CH:11][C:6]([O:5][CH2:4][C:3]([OH:25])=[O:2])=[CH:7][CH:8]=1, predict the reactants needed to synthesize it. The reactants are: C[O:2][C:3](=[O:25])[CH2:4][O:5][C:6]1[CH:11]=[CH:10][C:9]([N:12]([CH3:24])[C:13]2[C:22]3[C:17](=[CH:18][CH:19]=[CH:20][CH:21]=3)[N:16]=[C:15]([CH3:23])[N:14]=2)=[CH:8][CH:7]=1. (4) Given the product [C:11]([C:9]1[N:10]=[C:5]([C:3]([O:2][CH3:1])=[O:4])[CH:6]=[CH:7][CH:8]=1)(=[O:13])[NH2:19], predict the reactants needed to synthesize it. The reactants are: [CH3:1][O:2][C:3]([C:5]1[N:10]=[C:9]([C:11]([OH:13])=O)[CH:8]=[CH:7][CH:6]=1)=[O:4].ClC([N:19](C)C)=C(C)C.N.CO. (5) Given the product [CH3:24][N:25]1[C:26](=[O:47])[C:27]([NH:40][C:41]2[CH:46]=[N:45][CH:44]=[CH:43][N:42]=2)=[CH:28][C:29]([C:2]2[CH:7]=[CH:6][N:5]=[C:4]([N:8]3[C:20](=[O:21])[C:19]4[S:18][C:17]5[CH2:16][CH2:15][CH2:14][CH2:13][C:12]=5[C:11]=4[CH:10]=[N:9]3)[C:3]=2[CH:22]=[O:23])=[CH:30]1, predict the reactants needed to synthesize it. The reactants are: Cl[C:2]1[CH:7]=[CH:6][N:5]=[C:4]([N:8]2[C:20](=[O:21])[C:19]3[S:18][C:17]4[CH2:16][CH2:15][CH2:14][CH2:13][C:12]=4[C:11]=3[CH:10]=[N:9]2)[C:3]=1[CH:22]=[O:23].[CH3:24][N:25]1[CH:30]=[C:29](B2OC(C)(C)C(C)(C)O2)[CH:28]=[C:27]([NH:40][C:41]2[CH:46]=[N:45][CH:44]=[CH:43][N:42]=2)[C:26]1=[O:47].[O-]P([O-])([O-])=O.[K+].[K+].[K+].O.O.O.C([O-])(=O)C.[Na+]. (6) Given the product [Cl:1][C:2]1[C:7]([Cl:8])=[CH:6][CH:5]=[CH:4][C:3]=1[S:9]([NH:12][C:13]1[N:14]=[N:15][C:16]([Cl:20])=[CH:17][C:18]=1[O:28][CH2:27][C:23]1[CH:22]=[N:21][CH:26]=[CH:25][CH:24]=1)(=[O:11])=[O:10], predict the reactants needed to synthesize it. The reactants are: [Cl:1][C:2]1[C:7]([Cl:8])=[CH:6][CH:5]=[CH:4][C:3]=1[S:9]([NH:12][C:13]1[N:14]=[N:15][C:16]([Cl:20])=[CH:17][C:18]=1Br)(=[O:11])=[O:10].[N:21]1[CH:26]=[CH:25][CH:24]=[C:23]([CH2:27][OH:28])[CH:22]=1.[H-].[Na+].C(O)(=O)CC(CC(O)=O)(C(O)=O)O.